Dataset: Forward reaction prediction with 1.9M reactions from USPTO patents (1976-2016). Task: Predict the product of the given reaction. (1) Given the reactants [F:1][C:2]([F:7])([F:6])[C:3]([OH:5])=[O:4].C(OC1C=C(C=CC=1)C(C1C2C(=CC(OC)=C(OC)C=2)C(CC(O)=O)=CN=1)=O)(C)C.[CH:38]([O:41][C:42]1[CH:43]=[C:44]([CH:65]=[CH:66][CH:67]=1)[C:45]([C:47]1[C:56]2[C:51](=[CH:52][C:53]([O:59][CH3:60])=[C:54]([O:57][CH3:58])[CH:55]=2)[C:50]([CH2:61][C:62]([NH2:64])=[O:63])=[CH:49][N:48]=1)=[O:46])([CH3:40])[CH3:39], predict the reaction product. The product is: [F:1][C:2]([F:7])([F:6])[C:3]([OH:5])=[O:4].[CH:38]([O:41][C:42]1[CH:43]=[C:44]([CH:65]=[CH:66][CH:67]=1)[C:45]([C:47]1[C:56]2[C:51](=[CH:52][C:53]([O:59][CH3:60])=[C:54]([O:57][CH3:58])[CH:55]=2)[C:50]([CH2:61][C:62]([NH2:64])=[O:63])=[CH:49][N:48]=1)=[O:46])([CH3:40])[CH3:39]. (2) Given the reactants [S:1]1[CH2:7][C:5](=[O:6])[NH:4][C:2]1=[S:3].[CH3:8][O:9][C:10]1[CH:15]=[C:14]([CH:16]=O)[CH:13]=[CH:12][C:11]=1[C:18]1[CH:23]=[CH:22][CH:21]=[CH:20][C:19]=1[C:24]([F:27])([F:26])[F:25].C(O)(=O)C.CC([O-])=O.[Na+], predict the reaction product. The product is: [CH3:8][O:9][C:10]1[CH:15]=[C:14]([CH:16]=[C:7]2[S:1][C:2](=[S:3])[NH:4][C:5]2=[O:6])[CH:13]=[CH:12][C:11]=1[C:18]1[CH:23]=[CH:22][CH:21]=[CH:20][C:19]=1[C:24]([F:25])([F:27])[F:26]. (3) Given the reactants [Br:1][C:2]1[CH:11]=[C:10]2[C:5]([C:6]([Cl:13])=[CH:7][C:8](Cl)=[N:9]2)=[CH:4][C:3]=1[Cl:14].[OH:15]S(O)(=O)=O, predict the reaction product. The product is: [Br:1][C:2]1[CH:11]=[C:10]2[C:5]([C:6]([Cl:13])=[CH:7][C:8](=[O:15])[NH:9]2)=[CH:4][C:3]=1[Cl:14]. (4) Given the reactants [NH:1]([C:16]([O:18][C:19]([CH3:22])([CH3:21])[CH3:20])=[O:17])[C@@H:2]([C:13]([OH:15])=O)[CH2:3][C:4]1[C:12]2[C:7](=[CH:8][CH:9]=[CH:10][CH:11]=2)[NH:6][CH:5]=1.[NH2:23][C@H:24]([C:40]([O:42][C:43]([CH3:46])([CH3:45])[CH3:44])=[O:41])[CH2:25][CH2:26][CH2:27][CH2:28][NH:29][C:30]([O:32][CH2:33][C:34]1[CH:39]=[CH:38][CH:37]=[CH:36][CH:35]=1)=[O:31].OC1C2N=NNC=2C=CC=1.Cl.CNC(N=C=NCC)CCNC, predict the reaction product. The product is: [NH:1]([C:16]([O:18][C:19]([CH3:22])([CH3:21])[CH3:20])=[O:17])[C@@H:2]([C:13]([NH:23][C@H:24]([C:40]([O:42][C:43]([CH3:46])([CH3:45])[CH3:44])=[O:41])[CH2:25][CH2:26][CH2:27][CH2:28][NH:29][C:30]([O:32][CH2:33][C:34]1[CH:35]=[CH:36][CH:37]=[CH:38][CH:39]=1)=[O:31])=[O:15])[CH2:3][C:4]1[C:12]2[C:7](=[CH:8][CH:9]=[CH:10][CH:11]=2)[NH:6][CH:5]=1. (5) Given the reactants NCC[C@@H]1CCCN1C.[H-].[Al+3].[Li+].[H-].[H-].[H-].[C:16]([N:23]1[CH2:27][CH2:26][CH2:25][CH:24]1[CH2:28][C:29]#[N:30])([O:18][C:19]([CH3:22])([CH3:21])[CH3:20])=[O:17], predict the reaction product. The product is: [C:16]([N:23]1[CH2:27][CH2:26][CH2:25][C@H:24]1[CH2:28][C:29]#[N:30])([O:18][C:19]([CH3:22])([CH3:21])[CH3:20])=[O:17]. (6) Given the reactants Cl[C:2]([O:4][C:5]1[CH:10]=[CH:9][CH:8]=[CH:7][CH:6]=1)=[O:3].[N:11]12[CH2:19][CH2:18][CH:15]([CH2:16][CH2:17]1)[NH:14][CH2:13][CH2:12]2.N1C=CC=CC=1, predict the reaction product. The product is: [C:5]1([O:4][C:2]([N:14]2[CH:15]3[CH2:18][CH2:19][N:11]([CH2:17][CH2:16]3)[CH2:12][CH2:13]2)=[O:3])[CH:10]=[CH:9][CH:8]=[CH:7][CH:6]=1. (7) Given the reactants Br[C:2]1[CH:11]=[N:10][C:9]2[N:8]([CH2:12][C:13]3[CH:18]=[CH:17][C:16]([O:19][CH3:20])=[CH:15][CH:14]=3)[C:7](=[O:21])[N:6]3[N:22]=[CH:23][N:24]=[C:5]3[C:4]=2[CH:3]=1.[CH3:25][O:26][C:27]1[CH:28]=[C:29](B(O)O)[CH:30]=[CH:31][C:32]=1[O:33][CH3:34].P([O-])([O-])([O-])=O.[K+].[K+].[K+], predict the reaction product. The product is: [CH3:25][O:26][C:27]1[CH:28]=[C:29]([C:2]2[CH:11]=[N:10][C:9]3[N:8]([CH2:12][C:13]4[CH:18]=[CH:17][C:16]([O:19][CH3:20])=[CH:15][CH:14]=4)[C:7](=[O:21])[N:6]4[N:22]=[CH:23][N:24]=[C:5]4[C:4]=3[CH:3]=2)[CH:30]=[CH:31][C:32]=1[O:33][CH3:34].